Task: Regression. Given two drug SMILES strings and cell line genomic features, predict the synergy score measuring deviation from expected non-interaction effect.. Dataset: NCI-60 drug combinations with 297,098 pairs across 59 cell lines (1) Synergy scores: CSS=5.49, Synergy_ZIP=-0.694, Synergy_Bliss=1.17, Synergy_Loewe=-7.92, Synergy_HSA=-1.38. Drug 1: C1=CC=C(C=C1)NC(=O)CCCCCCC(=O)NO. Cell line: MDA-MB-231. Drug 2: CN1C2=C(C=C(C=C2)N(CCCl)CCCl)N=C1CCCC(=O)O.Cl. (2) Drug 1: C1=CC(=CC=C1CCC2=CNC3=C2C(=O)NC(=N3)N)C(=O)NC(CCC(=O)O)C(=O)O. Drug 2: C1C(C(OC1N2C=NC3=C(N=C(N=C32)Cl)N)CO)O. Cell line: OVCAR-8. Synergy scores: CSS=30.9, Synergy_ZIP=-12.7, Synergy_Bliss=-17.4, Synergy_Loewe=-9.76, Synergy_HSA=-8.39. (3) Drug 1: CC1=C2C(C(=O)C3(C(CC4C(C3C(C(C2(C)C)(CC1OC(=O)C(C(C5=CC=CC=C5)NC(=O)OC(C)(C)C)O)O)OC(=O)C6=CC=CC=C6)(CO4)OC(=O)C)OC)C)OC. Drug 2: CS(=O)(=O)CCNCC1=CC=C(O1)C2=CC3=C(C=C2)N=CN=C3NC4=CC(=C(C=C4)OCC5=CC(=CC=C5)F)Cl. Cell line: HOP-92. Synergy scores: CSS=33.9, Synergy_ZIP=2.26, Synergy_Bliss=3.27, Synergy_Loewe=-17.9, Synergy_HSA=4.30. (4) Drug 1: C1CCN(CC1)CCOC2=CC=C(C=C2)C(=O)C3=C(SC4=C3C=CC(=C4)O)C5=CC=C(C=C5)O. Drug 2: C1=NC2=C(N1)C(=S)N=CN2. Cell line: NCI-H522. Synergy scores: CSS=11.4, Synergy_ZIP=-1.98, Synergy_Bliss=1.90, Synergy_Loewe=-7.55, Synergy_HSA=0.255. (5) Cell line: HS 578T. Synergy scores: CSS=35.3, Synergy_ZIP=8.69, Synergy_Bliss=13.9, Synergy_Loewe=-38.0, Synergy_HSA=9.19. Drug 1: CN1CCC(CC1)COC2=C(C=C3C(=C2)N=CN=C3NC4=C(C=C(C=C4)Br)F)OC. Drug 2: CC1=C2C(C(=O)C3(C(CC4C(C3C(C(C2(C)C)(CC1OC(=O)C(C(C5=CC=CC=C5)NC(=O)OC(C)(C)C)O)O)OC(=O)C6=CC=CC=C6)(CO4)OC(=O)C)O)C)O. (6) Drug 1: CS(=O)(=O)OCCCCOS(=O)(=O)C. Drug 2: CC1=C(C(=O)C2=C(C1=O)N3CC4C(C3(C2COC(=O)N)OC)N4)N. Cell line: HS 578T. Synergy scores: CSS=15.4, Synergy_ZIP=-8.75, Synergy_Bliss=-4.90, Synergy_Loewe=0.202, Synergy_HSA=0.700. (7) Drug 1: C(=O)(N)NO. Drug 2: CC12CCC3C(C1CCC2O)C(CC4=C3C=CC(=C4)O)CCCCCCCCCS(=O)CCCC(C(F)(F)F)(F)F. Cell line: A549. Synergy scores: CSS=-0.001000, Synergy_ZIP=1.42, Synergy_Bliss=1.01, Synergy_Loewe=-3.90, Synergy_HSA=-3.90. (8) Drug 1: CN(C(=O)NC(C=O)C(C(C(CO)O)O)O)N=O. Drug 2: C1C(C(OC1N2C=NC(=NC2=O)N)CO)O. Cell line: NCI-H460. Synergy scores: CSS=14.4, Synergy_ZIP=-2.28, Synergy_Bliss=1.04, Synergy_Loewe=-21.5, Synergy_HSA=0.943. (9) Drug 1: CC1=C(C=C(C=C1)NC2=NC=CC(=N2)N(C)C3=CC4=NN(C(=C4C=C3)C)C)S(=O)(=O)N.Cl. Drug 2: CC1C(C(CC(O1)OC2CC(CC3=C2C(=C4C(=C3O)C(=O)C5=CC=CC=C5C4=O)O)(C(=O)C)O)N)O. Cell line: U251. Synergy scores: CSS=44.0, Synergy_ZIP=-5.94, Synergy_Bliss=-5.15, Synergy_Loewe=-3.34, Synergy_HSA=2.26.